From a dataset of NCI-60 drug combinations with 297,098 pairs across 59 cell lines. Regression. Given two drug SMILES strings and cell line genomic features, predict the synergy score measuring deviation from expected non-interaction effect. (1) Drug 1: CN1CCC(CC1)COC2=C(C=C3C(=C2)N=CN=C3NC4=C(C=C(C=C4)Br)F)OC. Drug 2: COC1=C(C=C2C(=C1)N=CN=C2NC3=CC(=C(C=C3)F)Cl)OCCCN4CCOCC4. Cell line: HOP-62. Synergy scores: CSS=24.4, Synergy_ZIP=1.05, Synergy_Bliss=8.19, Synergy_Loewe=8.19, Synergy_HSA=8.69. (2) Synergy scores: CSS=10.4, Synergy_ZIP=0.741, Synergy_Bliss=-0.772, Synergy_Loewe=-58.1, Synergy_HSA=-2.76. Cell line: HS 578T. Drug 1: CN1C(=O)N2C=NC(=C2N=N1)C(=O)N. Drug 2: CC1C(C(CC(O1)OC2CC(OC(C2O)C)OC3=CC4=CC5=C(C(=O)C(C(C5)C(C(=O)C(C(C)O)O)OC)OC6CC(C(C(O6)C)O)OC7CC(C(C(O7)C)O)OC8CC(C(C(O8)C)O)(C)O)C(=C4C(=C3C)O)O)O)O. (3) Drug 1: CCCS(=O)(=O)NC1=C(C(=C(C=C1)F)C(=O)C2=CNC3=C2C=C(C=N3)C4=CC=C(C=C4)Cl)F. Drug 2: C1CCC(CC1)NC(=O)N(CCCl)N=O. Cell line: DU-145. Synergy scores: CSS=5.86, Synergy_ZIP=-0.908, Synergy_Bliss=3.48, Synergy_Loewe=-0.215, Synergy_HSA=0.152. (4) Cell line: EKVX. Drug 1: CC1=C(C(=CC=C1)Cl)NC(=O)C2=CN=C(S2)NC3=CC(=NC(=N3)C)N4CCN(CC4)CCO. Drug 2: C1C(C(OC1N2C=NC(=NC2=O)N)CO)O. Synergy scores: CSS=3.03, Synergy_ZIP=-1.80, Synergy_Bliss=-0.874, Synergy_Loewe=0.931, Synergy_HSA=1.05. (5) Drug 1: CC12CCC3C(C1CCC2=O)CC(=C)C4=CC(=O)C=CC34C. Drug 2: C1C(C(OC1N2C=NC3=C(N=C(N=C32)Cl)N)CO)O. Cell line: SNB-75. Synergy scores: CSS=24.1, Synergy_ZIP=-7.45, Synergy_Bliss=0.267, Synergy_Loewe=0.172, Synergy_HSA=-0.567. (6) Drug 1: C1=CC(=C2C(=C1NCCNCCO)C(=O)C3=C(C=CC(=C3C2=O)O)O)NCCNCCO. Synergy scores: CSS=46.0, Synergy_ZIP=2.57, Synergy_Bliss=3.09, Synergy_Loewe=-32.0, Synergy_HSA=1.47. Cell line: SN12C. Drug 2: COC1=C2C(=CC3=C1OC=C3)C=CC(=O)O2.